Dataset: Catalyst prediction with 721,799 reactions and 888 catalyst types from USPTO. Task: Predict which catalyst facilitates the given reaction. (1) Reactant: [NH2:1][C:2]1[C:3]([Cl:21])=[C:4]([C:9]2[C:10](=[O:20])[N:11]([CH3:19])[C:12]3[C:17]([CH:18]=2)=[CH:16][N:15]=[CH:14][CH:13]=3)[C:5]([Cl:8])=[CH:6][CH:7]=1.[Cl:22][CH2:23][C:24]1[CH:32]=[CH:31][C:27]([C:28](Cl)=[O:29])=[CH:26][CH:25]=1. Product: [Cl:22][CH2:23][C:24]1[CH:32]=[CH:31][C:27]([C:28]([NH:1][C:2]2[CH:7]=[CH:6][C:5]([Cl:8])=[C:4]([C:9]3[C:10](=[O:20])[N:11]([CH3:19])[C:12]4[C:17]([CH:18]=3)=[CH:16][N:15]=[CH:14][CH:13]=4)[C:3]=2[Cl:21])=[O:29])=[CH:26][CH:25]=1. The catalyst class is: 317. (2) Reactant: Br[C:2]1[C:10]2[C:5](=[CH:6][CH:7]=[C:8]([C:11]#[N:12])[CH:9]=2)[N:4]([CH:13]2[CH2:18][CH2:17][CH2:16][CH2:15][O:14]2)[N:3]=1.[CH3:19][O:20][C:21]1[CH:26]=[CH:25][C:24](B(O)O)=[CH:23][CH:22]=1.P([O-])([O-])([O-])=O.[K+].[K+].[K+].COCCOC. Product: [CH3:19][O:20][C:21]1[CH:26]=[CH:25][C:24]([C:2]2[C:10]3[C:5](=[CH:6][CH:7]=[C:8]([C:11]#[N:12])[CH:9]=3)[N:4]([CH:13]3[CH2:18][CH2:17][CH2:16][CH2:15][O:14]3)[N:3]=2)=[CH:23][CH:22]=1. The catalyst class is: 2. (3) Reactant: [C:1]([C:3]1[CH:4]=[C:5]([CH:23]=[C:24]([C:28]([F:31])([F:30])[F:29])[C:25]=1[O:26]C)[C:6]([N:8]1[C:12]2[CH:13]=[C:14]([C:17]([F:20])([F:19])[F:18])[CH:15]=[CH:16][C:11]=2[S:10](=[O:22])(=[O:21])[CH2:9]1)=[O:7])#[N:2].[Cl-].[Li+].Cl. Product: [C:1]([C:3]1[CH:4]=[C:5]([CH:23]=[C:24]([C:28]([F:31])([F:29])[F:30])[C:25]=1[OH:26])[C:6]([N:8]1[C:12]2[CH:13]=[C:14]([C:17]([F:20])([F:19])[F:18])[CH:15]=[CH:16][C:11]=2[S:10](=[O:21])(=[O:22])[CH2:9]1)=[O:7])#[N:2]. The catalyst class is: 9. (4) Reactant: [H-].[Na+].[CH3:3][C:4]1([CH3:12])[CH2:9][C:8](=[O:10])[CH2:7][C:6](=[O:11])[CH2:5]1.Cl[CH2:14][C:15](=[O:17])[CH3:16].[NH4+].[Cl-]. The catalyst class is: 3. Product: [CH3:3][C:4]1([CH3:12])[CH2:9][C:8](=[O:10])[CH:7]([CH2:14][C:15](=[O:17])[CH3:16])[C:6](=[O:11])[CH2:5]1. (5) Reactant: [Cl:1][C:2]1[C:3]([N:8]2[C:12](O)([C:13]([O:15][CH3:16])=[O:14])[CH2:11][C:10]([CH2:18]O)=[N:9]2)=[N:4][CH:5]=[CH:6][CH:7]=1.O=S(Cl)[Cl:22]. Product: [Cl:22][CH2:18][C:10]1[CH:11]=[C:12]([C:13]([O:15][CH3:16])=[O:14])[N:8]([C:3]2[C:2]([Cl:1])=[CH:7][CH:6]=[CH:5][N:4]=2)[N:9]=1. The catalyst class is: 2. (6) Product: [CH2:1]([O:3][C:4]([C:6]1[N:7]2[C:8]([S:12][C:14]([CH3:18])=[C:15]2[CH3:16])=[N:9][C:10]=1[CH3:11])=[O:5])[CH3:2]. The catalyst class is: 14. Reactant: [CH2:1]([O:3][C:4]([C:6]1[NH:7][C:8](=[S:12])[NH:9][C:10]=1[CH3:11])=[O:5])[CH3:2].Br[CH:14]([CH3:18])[C:15](=O)[CH3:16].O=P(Cl)(Cl)Cl. (7) Reactant: [C:1](Cl)(=[O:3])[CH3:2].[CH:5]([O:8][C:9]([N:11]1[CH2:17][CH2:16][CH2:15][CH:14]([NH:18][CH2:19][C:20]2[CH:25]=[C:24]([C:26]([F:29])([F:28])[F:27])[CH:23]=[C:22]([C:30]([F:33])([F:32])[F:31])[CH:21]=2)[C:13]2[CH:34]=[CH:35][C:36]([Cl:39])=[C:37]([CH3:38])[C:12]1=2)=[O:10])([CH3:7])[CH3:6].N1C=CC=CC=1. Product: [CH:5]([O:8][C:9]([N:11]1[CH2:17][CH2:16][CH2:15][CH:14]([N:18]([C:1](=[O:3])[CH3:2])[CH2:19][C:20]2[CH:21]=[C:22]([C:30]([F:33])([F:31])[F:32])[CH:23]=[C:24]([C:26]([F:28])([F:29])[F:27])[CH:25]=2)[C:13]2[CH:34]=[CH:35][C:36]([Cl:39])=[C:37]([CH3:38])[C:12]1=2)=[O:10])([CH3:7])[CH3:6]. The catalyst class is: 4.